From a dataset of Reaction yield outcomes from USPTO patents with 853,638 reactions. Predict the reaction yield, written as a fraction of the theoretical maximum amount of product (1.0 means a 100% yield; for example, 0.34 means a 34% yield). (1) The reactants are P([O-])([O-])([O-])=O.O=C[C@@H]([C@H]([C@@H]([C@@H](CO)O)O)O)O.C(SCCNC(=O)CCNC(=O)[C@H](O)C(C)(C)COP(O)(=O)OP(O)(=O)OC[C@H]1O[C@@H](N2C3N=CN=C(N)C=3N=C2)[C@H](O)[C@@H]1OP(O)(O)=O)(=O)CC(C)=O.C1N=C(N)C2N=CN([C@@H]3O[C@H](COP(OP(OC[C@H]4O[C@@H](N5C=C(C(N)=O)CC=C5)[C@H](O)[C@@H]4O)(O)=O)(O)=O)[C@@H](O)[C@H]3O)C=2N=1.[C:116]([NH:124][CH2:125][CH:126]([C:131](=[O:133])[CH3:132])[C:127]([O:129][CH3:130])=[O:128])(=[O:123])[C:117]1[CH:122]=[CH:121][CH:120]=[CH:119][CH:118]=1. No catalyst specified. The product is [C:116]([NH:124][CH2:125][C@@H:126]([C@H:131]([OH:133])[CH3:132])[C:127]([O:129][CH3:130])=[O:128])(=[O:123])[C:117]1[CH:118]=[CH:119][CH:120]=[CH:121][CH:122]=1. The yield is 0.570. (2) The reactants are [Cl:1][C:2]1[CH:18]=[C:17]([Cl:19])[CH:16]=[CH:15][C:3]=1[CH2:4][NH:5][C:6]([N:8]1[CH2:14][CH:13]2[CH:10]([CH2:11][NH:12]2)[CH2:9]1)=[O:7].C(N(CC)CC)C.N1C=CC=CC=1.[C:33]1([S:39](Cl)(=[O:41])=[O:40])[CH:38]=[CH:37][CH:36]=[CH:35][CH:34]=1. The catalyst is ClCCl. The product is [Cl:1][C:2]1[CH:18]=[C:17]([Cl:19])[CH:16]=[CH:15][C:3]=1[CH2:4][NH:5][C:6]([N:8]1[CH2:14][CH:13]2[CH:10]([CH2:11][N:12]2[S:39]([C:33]2[CH:38]=[CH:37][CH:36]=[CH:35][CH:34]=2)(=[O:41])=[O:40])[CH2:9]1)=[O:7]. The yield is 0.470.